Dataset: Full USPTO retrosynthesis dataset with 1.9M reactions from patents (1976-2016). Task: Predict the reactants needed to synthesize the given product. Given the product [CH3:15][O:16][CH2:17][C:18]([N:8]1[C:7]2[CH:13]=[CH:14][C:4]([N+:1]([O-:3])=[O:2])=[CH:5][C:6]=2[O:12][CH2:11][CH2:10][CH2:9]1)=[O:19], predict the reactants needed to synthesize it. The reactants are: [N+:1]([C:4]1[CH:14]=[CH:13][C:7]2[NH:8][CH2:9][CH2:10][CH2:11][O:12][C:6]=2[CH:5]=1)([O-:3])=[O:2].[CH3:15][O:16][CH2:17][C:18](Cl)=[O:19].